Dataset: NCI-60 drug combinations with 297,098 pairs across 59 cell lines. Task: Regression. Given two drug SMILES strings and cell line genomic features, predict the synergy score measuring deviation from expected non-interaction effect. (1) Drug 1: C1=CC(=CC=C1CC(C(=O)O)N)N(CCCl)CCCl.Cl. Drug 2: CC12CCC3C(C1CCC2OP(=O)(O)O)CCC4=C3C=CC(=C4)OC(=O)N(CCCl)CCCl.[Na+]. Cell line: MDA-MB-231. Synergy scores: CSS=10.8, Synergy_ZIP=-2.68, Synergy_Bliss=0.250, Synergy_Loewe=-3.62, Synergy_HSA=-0.667. (2) Drug 1: CC1=C(C=C(C=C1)NC2=NC=CC(=N2)N(C)C3=CC4=NN(C(=C4C=C3)C)C)S(=O)(=O)N.Cl. Drug 2: C1=CN(C=N1)CC(O)(P(=O)(O)O)P(=O)(O)O. Cell line: SNB-19. Synergy scores: CSS=0.0560, Synergy_ZIP=0.304, Synergy_Bliss=1.50, Synergy_Loewe=-4.15, Synergy_HSA=-1.25. (3) Drug 1: C1=NC2=C(N=C(N=C2N1C3C(C(C(O3)CO)O)F)Cl)N. Drug 2: C1CN(P(=O)(OC1)NCCCl)CCCl. Cell line: NCI/ADR-RES. Synergy scores: CSS=36.1, Synergy_ZIP=3.77, Synergy_Bliss=5.84, Synergy_Loewe=-42.7, Synergy_HSA=1.93. (4) Drug 1: CC1=C2C(C(=O)C3(C(CC4C(C3C(C(C2(C)C)(CC1OC(=O)C(C(C5=CC=CC=C5)NC(=O)OC(C)(C)C)O)O)OC(=O)C6=CC=CC=C6)(CO4)OC(=O)C)O)C)O. Drug 2: C(CCl)NC(=O)N(CCCl)N=O. Cell line: MALME-3M. Synergy scores: CSS=11.0, Synergy_ZIP=-3.09, Synergy_Bliss=-0.315, Synergy_Loewe=-18.5, Synergy_HSA=0.945. (5) Drug 1: CN(C)C1=NC(=NC(=N1)N(C)C)N(C)C. Drug 2: COC1=C2C(=CC3=C1OC=C3)C=CC(=O)O2. Cell line: SR. Synergy scores: CSS=6.78, Synergy_ZIP=2.99, Synergy_Bliss=-0.739, Synergy_Loewe=0.0842, Synergy_HSA=0.300. (6) Drug 1: CC1=C2C(C(=O)C3(C(CC4C(C3C(C(C2(C)C)(CC1OC(=O)C(C(C5=CC=CC=C5)NC(=O)OC(C)(C)C)O)O)OC(=O)C6=CC=CC=C6)(CO4)OC(=O)C)OC)C)OC. Drug 2: CN(CC1=CN=C2C(=N1)C(=NC(=N2)N)N)C3=CC=C(C=C3)C(=O)NC(CCC(=O)O)C(=O)O. Cell line: 786-0. Synergy scores: CSS=49.1, Synergy_ZIP=-2.86, Synergy_Bliss=-4.06, Synergy_Loewe=-12.3, Synergy_HSA=1.80.